This data is from Reaction yield outcomes from USPTO patents with 853,638 reactions. The task is: Predict the reaction yield, written as a fraction of the theoretical maximum amount of product (1.0 means a 100% yield; for example, 0.34 means a 34% yield). (1) The reactants are [Cl-].O[NH3+:3].[C:4](=[O:7])([O-])[OH:5].[Na+].CS(C)=O.[CH2:13]([C:17]1[N:18]=[C:19]([CH3:48])[N:20]([CH2:39][C:40]2[CH:45]=[C:44]([F:46])[CH:43]=[CH:42][C:41]=2[F:47])[C:21](=[O:38])[C:22]=1[CH2:23][C:24]1[CH:29]=[CH:28][C:27]([C:30]2[C:31]([C:36]#[N:37])=[CH:32][CH:33]=[CH:34][CH:35]=2)=[CH:26][CH:25]=1)[CH2:14][CH2:15][CH3:16]. The catalyst is C(OCC)(=O)C. The product is [CH2:13]([C:17]1[N:18]=[C:19]([CH3:48])[N:20]([CH2:39][C:40]2[CH:45]=[C:44]([F:46])[CH:43]=[CH:42][C:41]=2[F:47])[C:21](=[O:38])[C:22]=1[CH2:23][C:24]1[CH:25]=[CH:26][C:27]([C:30]2[CH:35]=[CH:34][CH:33]=[CH:32][C:31]=2[C:36]2[NH:3][C:4](=[O:7])[O:5][N:37]=2)=[CH:28][CH:29]=1)[CH2:14][CH2:15][CH3:16]. The yield is 0.680. (2) The reactants are C([Li])CCC.Br[C:7]1[CH:8]=[N:9][CH:10]=[C:11]([C:13]#[C:14][C:15]2[CH:20]=[CH:19][C:18]([F:21])=[C:17]([F:22])[CH:16]=2)[CH:12]=1.CN(C)[CH:25]=[O:26].[Cl-].[NH4+]. The catalyst is C1(C)C=CC=CC=1.C(OCC)(=O)C. The product is [F:22][C:17]1[CH:16]=[C:15]([C:14]#[C:13][C:11]2[CH:12]=[C:7]([CH:25]=[O:26])[CH:8]=[N:9][CH:10]=2)[CH:20]=[CH:19][C:18]=1[F:21]. The yield is 0.610. (3) The reactants are [SH:1][C:2]1[CH:3]=[C:4]([CH:9]=[CH:10][CH:11]=1)[C:5]([O:7][CH3:8])=[O:6].[Br:12][C:13]1[C:26]2[C:17](=[N:18][C:19]3[C:24]([C:25]=2Cl)=[CH:23][CH:22]=[C:21]([O:28][CH3:29])[CH:20]=3)[CH:16]=[CH:15][CH:14]=1.[H-].[Na+]. The catalyst is CN(C=O)C. The product is [Br:12][C:13]1[C:26]2[C:17](=[N:18][C:19]3[C:24]([C:25]=2[S:1][C:2]2[CH:3]=[C:4]([CH:9]=[CH:10][CH:11]=2)[C:5]([O:7][CH3:8])=[O:6])=[CH:23][CH:22]=[C:21]([O:28][CH3:29])[CH:20]=3)[CH:16]=[CH:15][CH:14]=1. The yield is 0.850. (4) The reactants are [Na].[F:2][C:3]1[CH:8]=[C:7]([F:9])[CH:6]=[CH:5][C:4]=1[CH2:10][NH:11][C:12]([C:14]1[C:15](=[O:32])[C:16]([OH:31])=[C:17]2[C:22](=[O:23])[N:21]3[CH2:24][C@H:25]4[CH2:29][CH2:28][CH2:27][N:26]4[C@@H:20]3[CH2:19][N:18]2[CH:30]=1)=[O:13].[C:33](=[O:49])([O:37][CH2:38][CH:39](OCC1C=CC=CC=1)[CH3:40])[O:34][CH2:35]I.C(=O)([O-])[O-:51].[K+].[K+]. The catalyst is S([O-])(O)(=O)=O.C([N+](CCCC)(CCCC)CCCC)CCC. The product is [C:22]([OH:23])(=[O:34])[CH3:17].[C:33](=[O:49])([O:37][CH2:38][CH2:39][CH2:40][OH:51])[O:34][CH2:35][O:31][C:16]1[C:15](=[O:32])[C:14]([C:12]([NH:11][CH2:10][C:4]2[CH:5]=[CH:6][C:7]([F:9])=[CH:8][C:3]=2[F:2])=[O:13])=[CH:30][N:18]2[CH2:19][C@H:20]3[N:26]4[CH2:27][CH2:28][CH2:29][C@@H:25]4[CH2:24][N:21]3[C:22](=[O:23])[C:17]=12. The yield is 0.710.